From a dataset of Reaction yield outcomes from USPTO patents with 853,638 reactions. Predict the reaction yield, written as a fraction of the theoretical maximum amount of product (1.0 means a 100% yield; for example, 0.34 means a 34% yield). (1) The reactants are [NH2:1][C:2]1[CH:9]=[CH:8][CH:7]=[CH:6][C:3]=1[C:4]#[N:5].[CH2:10](N)[CH2:11][NH2:12]. The catalyst is O.P12(SP3(SP(SP(S3)(S1)=S)(=S)S2)=S)=S. The product is [NH:5]1[CH2:10][CH2:11][N:12]=[C:4]1[C:3]1[CH:6]=[CH:7][CH:8]=[CH:9][C:2]=1[NH2:1]. The yield is 0.810. (2) The reactants are [CH3:1][C:2]1[CH:3]=[C:4]([C:19]2[S:23][C:22]([C:24]3([OH:30])[CH2:29][CH2:28][NH:27][CH2:26][CH2:25]3)=[N:21][CH:20]=2)[CH:5]=[C:6]([NH:8][C:9]2[N:14]=[C:13]([C:15]([F:18])([F:17])[F:16])[CH:12]=[CH:11][N:10]=2)[CH:7]=1.[O-:31][C:32]#[N:33].[K+].Cl. The catalyst is C1COCC1.O.C([O-])(O)=O.[Na+]. The product is [OH:30][C:24]1([C:22]2[S:23][C:19]([C:4]3[CH:5]=[C:6]([NH:8][C:9]4[N:14]=[C:13]([C:15]([F:17])([F:18])[F:16])[CH:12]=[CH:11][N:10]=4)[CH:7]=[C:2]([CH3:1])[CH:3]=3)=[CH:20][N:21]=2)[CH2:25][CH2:26][N:27]([C:32]([NH2:33])=[O:31])[CH2:28][CH2:29]1. The yield is 0.730. (3) The product is [OH:16][C@H:15]([CH2:17][NH:29][CH2:30][CH2:31][CH2:32][N:33]1[CH2:37][CH2:36][CH2:35][CH2:34]1)[CH2:14][O:13][C:12]1[CH:11]=[C:10]2[C:5]([C:6]([O:18][C:19]3[CH:20]=[C:21]4[C:25](=[CH:26][CH:27]=3)[NH:24][CH:23]=[C:22]4[CH3:28])=[N:7][CH:8]=[N:9]2)=[CH:4][C:3]=1[O:2][CH3:1]. The catalyst is CN(C=O)C. The yield is 0.680. The reactants are [CH3:1][O:2][C:3]1[CH:4]=[C:5]2[C:10](=[CH:11][C:12]=1[O:13][CH2:14][C@H:15]1[CH2:17][O:16]1)[N:9]=[CH:8][N:7]=[C:6]2[O:18][C:19]1[CH:20]=[C:21]2[C:25](=[CH:26][CH:27]=1)[NH:24][CH:23]=[C:22]2[CH3:28].[NH2:29][CH2:30][CH2:31][CH2:32][N:33]1[CH2:37][CH2:36][CH2:35][CH2:34]1. (4) The reactants are [CH3:1][O:2][C:3]1[CH:9]=[CH:8][C:7]([N+:10]([O-:12])=[O:11])=[CH:6][C:4]=1[NH2:5].C(N(CC)CC)C.[C:20](Cl)(=[O:23])[CH2:21][CH3:22]. The catalyst is ClCCl. The product is [CH3:1][O:2][C:3]1[CH:9]=[CH:8][C:7]([N+:10]([O-:12])=[O:11])=[CH:6][C:4]=1[NH:5][C:20](=[O:23])[CH2:21][CH3:22]. The yield is 0.980.